This data is from Reaction yield outcomes from USPTO patents with 853,638 reactions. The task is: Predict the reaction yield, written as a fraction of the theoretical maximum amount of product (1.0 means a 100% yield; for example, 0.34 means a 34% yield). (1) The reactants are [C:1]1([C:21]2[CH:26]=[CH:25][CH:24]=[CH:23][CH:22]=2)[CH:6]=[CH:5][CH:4]=[CH:3][C:2]=1[N:7]1[C:16](=[O:17])[C:15]2[C:10](=[CH:11][CH:12]=[CH:13][C:14]=2[Cl:18])[N:9]=[C:8]1[CH2:19]Cl.[N:27]1[C:35]([NH2:36])=[C:34]2[C:30]([N:31]=[CH:32][NH:33]2)=[N:29][CH:28]=1.C([O-])([O-])=O.[K+].[K+]. The catalyst is CN(C=O)C. The product is [NH2:36][C:35]1[N:27]=[CH:28][N:29]=[C:30]2[C:34]=1[N:33]=[CH:32][N:31]2[CH2:19][C:8]1[N:7]([C:2]2[CH:3]=[CH:4][CH:5]=[CH:6][C:1]=2[C:21]2[CH:26]=[CH:25][CH:24]=[CH:23][CH:22]=2)[C:16](=[O:17])[C:15]2[C:10](=[CH:11][CH:12]=[CH:13][C:14]=2[Cl:18])[N:9]=1. The yield is 0.680. (2) The reactants are Br[C:2]1[CH:3]=[C:4]([F:10])[C:5](=[O:9])[N:6]([CH3:8])[CH:7]=1.[CH3:11][C:12]1([CH3:28])[C:16]([CH3:18])([CH3:17])[O:15][B:14]([B:14]2[O:15][C:16]([CH3:18])([CH3:17])[C:12]([CH3:28])([CH3:11])[O:13]2)[O:13]1.CC([O-])=O.[K+].O. The catalyst is O1CCOCC1.C1C=CC(P(C2C=CC=CC=2)[C-]2C=CC=C2)=CC=1.C1C=CC(P(C2C=CC=CC=2)[C-]2C=CC=C2)=CC=1.Cl[Pd]Cl.[Fe+2]. The product is [F:10][C:4]1[C:5](=[O:9])[N:6]([CH3:8])[CH:7]=[C:2]([B:14]2[O:15][C:16]([CH3:18])([CH3:17])[C:12]([CH3:28])([CH3:11])[O:13]2)[CH:3]=1. The yield is 0.550. (3) The reactants are Br[C:2](Br)=[CH:3][C:4]1[CH:9]=[CH:8][CH:7]=[CH:6][C:5]=1[NH2:10].[Cl:12][C:13]1[CH:18]=[CH:17][C:16](B(O)O)=[CH:15][CH:14]=1.[O-]P([O-])([O-])=O.[K+].[K+].[K+].O.COC1C=CC=C(OC)C=1C1C=CC=CC=1P(C1CCCCC1)C1CCCCC1. The catalyst is C1(C)C=CC=CC=1.CC([O-])=O.CC([O-])=O.[Pd+2]. The product is [Cl:12][C:13]1[CH:18]=[CH:17][C:16]([C:2]2[NH:10][C:5]3[C:4]([CH:3]=2)=[CH:9][CH:8]=[CH:7][CH:6]=3)=[CH:15][CH:14]=1. The yield is 0.570.